Predict the product of the given reaction. From a dataset of Forward reaction prediction with 1.9M reactions from USPTO patents (1976-2016). (1) The product is: [Cl:3][C:4]1[CH:24]=[C:23]([N:25]([CH3:33])[CH2:26][CH2:27][CH2:28][CH2:29][CH3:30])[CH:22]=[CH:21][C:5]=1[CH2:6][N:7]1[C:11]2=[N:12][C:13]([C:16]([O:18][CH3:19])=[O:17])=[CH:14][CH:15]=[C:10]2[N:9]=[C:8]1[CH3:20]. Given the reactants Cl.Cl.[Cl:3][C:4]1[CH:24]=[C:23]([NH:25][CH3:26])[CH:22]=[CH:21][C:5]=1[CH2:6][N:7]1[C:11]2=[N:12][C:13]([C:16]([O:18][CH3:19])=[O:17])=[CH:14][CH:15]=[C:10]2[N:9]=[C:8]1[CH3:20].[CH:27](=O)[CH2:28][CH2:29][CH2:30]C.[C:33]([BH3-])#N.[Na+].Cl.C(=O)([O-])O.[Na+], predict the reaction product. (2) Given the reactants [CH:1]1([C:5]2[N:9]=[C:8]([N:10]3[CH2:15][CH2:14][CH:13]([CH2:16][CH2:17][CH2:18][O:19][C:20]4[CH:28]=[CH:27][C:23]([C:24]([OH:26])=O)=[C:22]([CH3:29])[CH:21]=4)[CH2:12][CH2:11]3)[O:7][N:6]=2)[CH2:4][CH2:3][CH2:2]1.[NH2:30][CH:31]([CH2:34][OH:35])[CH2:32][OH:33], predict the reaction product. The product is: [CH:1]1([C:5]2[N:9]=[C:8]([N:10]3[CH2:11][CH2:12][CH:13]([CH2:16][CH2:17][CH2:18][O:19][C:20]4[CH:28]=[CH:27][C:23]([C:24]([NH:30][CH:31]([CH2:34][OH:35])[CH2:32][OH:33])=[O:26])=[C:22]([CH3:29])[CH:21]=4)[CH2:14][CH2:15]3)[O:7][N:6]=2)[CH2:4][CH2:3][CH2:2]1.